From a dataset of NCI-60 drug combinations with 297,098 pairs across 59 cell lines. Regression. Given two drug SMILES strings and cell line genomic features, predict the synergy score measuring deviation from expected non-interaction effect. (1) Drug 1: CN1CCC(CC1)COC2=C(C=C3C(=C2)N=CN=C3NC4=C(C=C(C=C4)Br)F)OC. Drug 2: C1CCC(CC1)NC(=O)N(CCCl)N=O. Cell line: HT29. Synergy scores: CSS=10.0, Synergy_ZIP=-4.39, Synergy_Bliss=5.02, Synergy_Loewe=2.07, Synergy_HSA=2.85. (2) Drug 1: C1CCC(C1)C(CC#N)N2C=C(C=N2)C3=C4C=CNC4=NC=N3. Drug 2: C1=C(C(=O)NC(=O)N1)N(CCCl)CCCl. Cell line: HOP-92. Synergy scores: CSS=30.5, Synergy_ZIP=-9.73, Synergy_Bliss=-3.30, Synergy_Loewe=-3.61, Synergy_HSA=-1.89.